Dataset: Peptide-MHC class II binding affinity with 134,281 pairs from IEDB. Task: Regression. Given a peptide amino acid sequence and an MHC pseudo amino acid sequence, predict their binding affinity value. This is MHC class II binding data. (1) The peptide sequence is AGLLGVVSTVLLGGV. The MHC is DRB1_1302 with pseudo-sequence DRB1_1302. The binding affinity (normalized) is 1.00. (2) The peptide sequence is SCIAIGIITLYLGAVVQA. The MHC is DRB1_0901 with pseudo-sequence DRB1_0901. The binding affinity (normalized) is 0.311. (3) The MHC is DRB1_0401 with pseudo-sequence DRB1_0401. The binding affinity (normalized) is 0.620. The peptide sequence is KLFEFNRNAIKTLQN. (4) The binding affinity (normalized) is 0.358. The MHC is DRB1_0801 with pseudo-sequence DRB1_0801. The peptide sequence is TIPLVALTLTSYLGLK. (5) The MHC is DRB1_0401 with pseudo-sequence DRB1_0401. The peptide sequence is YDFNKLTALAVSQLT. The binding affinity (normalized) is 0.373. (6) The peptide sequence is VTLEADVILPIGTRS. The MHC is DRB1_0801 with pseudo-sequence DRB1_0801. The binding affinity (normalized) is 0.